From a dataset of Catalyst prediction with 721,799 reactions and 888 catalyst types from USPTO. Predict which catalyst facilitates the given reaction. (1) Reactant: [Br:1][C:2]1[CH:3]=[C:4](I)[C:5]2[O:14][C:13]3[CH2:12][CH2:11][N:10]([C:15]([O:17][C:18]([CH3:21])([CH3:20])[CH3:19])=[O:16])[CH2:9][C:8]=3[C:6]=2[CH:7]=1.C([Mg]Br)(C)C.[CH3:28][CH:29]1[CH2:31][O:30]1. Product: [Br:1][C:2]1[CH:3]=[C:4]([CH2:28][CH:29]([OH:30])[CH3:31])[C:5]2[O:14][C:13]3[CH2:12][CH2:11][N:10]([C:15]([O:17][C:18]([CH3:21])([CH3:20])[CH3:19])=[O:16])[CH2:9][C:8]=3[C:6]=2[CH:7]=1. The catalyst class is: 1. (2) Reactant: Cl.Cl[CH2:3][N:4]1[CH:8]=[N:7][C:6]([C:9]([CH3:12])([CH3:11])[CH3:10])=[N:5]1.[CH2:13]([CH:16]([C:19]#[N:20])[C:17]#[N:18])[CH:14]=[CH2:15].C(=O)([O-])[O-].[K+].[K+].O. The catalyst class is: 9. Product: [CH2:13]([C:16]([CH2:3][N:4]1[CH:8]=[N:7][C:6]([C:9]([CH3:12])([CH3:11])[CH3:10])=[N:5]1)([C:19]#[N:20])[C:17]#[N:18])[CH:14]=[CH2:15]. (3) Reactant: C([O:3][C:4]([C:6]1[S:7][C:8]2[CH:14]=[CH:13][C:12]([C:15]([F:18])([F:17])[F:16])=[CH:11][C:9]=2[N:10]=1)=[O:5])C.[OH-].[Na+:20]. Product: [Na+:20].[F:18][C:15]([F:16])([F:17])[C:12]1[CH:13]=[CH:14][C:8]2[S:7][C:6]([C:4]([O-:5])=[O:3])=[N:10][C:9]=2[CH:11]=1. The catalyst class is: 1. (4) Reactant: [C:1]1([C:7]2[NH:8][C:9]([CH:12]3[CH2:17][CH2:16][NH:15][CH2:14][CH2:13]3)=[N:10][N:11]=2)[CH:6]=[CH:5][CH:4]=[CH:3][CH:2]=1.Cl[C:19]1[C:29]([C:30]#[N:31])=[CH:28][C:22]([C:23]([O:25][CH2:26][CH3:27])=[O:24])=[C:21]([CH3:32])[N:20]=1.CCN(C(C)C)C(C)C.O1C=NN=C1.C([O-])(O)=O.[Na+]. Product: [C:30]([C:29]1[C:19]([N:15]2[CH2:16][CH2:17][CH:12]([C:9]3[NH:8][C:7]([C:1]4[CH:2]=[CH:3][CH:4]=[CH:5][CH:6]=4)=[N:11][N:10]=3)[CH2:13][CH2:14]2)=[N:20][C:21]([CH3:32])=[C:22]([CH:28]=1)[C:23]([O:25][CH2:26][CH3:27])=[O:24])#[N:31]. The catalyst class is: 14. (5) Reactant: [N:1]1[CH:6]=[CH:5][C:4]([C:7]2[S:11][CH:10]=[C:9]([C:12]([OH:14])=O)[CH:8]=2)=[CH:3][CH:2]=1.[N:15]1([C:22](=O)[CH3:23])[CH2:21][CH2:20][CH2:19]NCC1.[CH3:25]N(C(ON1N=NC2C=CC=NC1=2)=[N+](C)C)C.F[P-](F)(F)(F)(F)F.C(Cl)Cl. Product: [N:15]1([C:12]([C:9]2[CH:8]=[C:7]([C:4]3[CH:3]=[CH:2][N:1]=[CH:6][CH:5]=3)[S:11][CH:10]=2)=[O:14])[CH2:21][CH2:20][CH2:19][CH2:25][CH2:23][CH2:22]1. The catalyst class is: 23. (6) The catalyst class is: 12. Product: [ClH:1].[Cl:1][C:2]1[CH:32]=[CH:31][C:5]([CH2:6][C:7]2[N:11]3[N:12]=[C:13]([NH:23][C:24]4[CH:28]=[C:27]([CH3:29])[NH:26][N:25]=4)[CH:14]=[C:15]([CH2:16][N:17]4[CH2:18][CH2:19][O:20][CH2:21][CH2:22]4)[C:10]3=[N:9][C:8]=2[CH3:30])=[C:4]([F:33])[CH:3]=1. Reactant: [Cl:1][C:2]1[CH:32]=[CH:31][C:5]([CH2:6][C:7]2[N:11]3[N:12]=[C:13]([NH:23][C:24]4[CH:28]=[C:27]([CH3:29])[NH:26][N:25]=4)[CH:14]=[C:15]([CH2:16][N:17]4[CH2:22][CH2:21][O:20][CH2:19][CH2:18]4)[C:10]3=[N:9][C:8]=2[CH3:30])=[C:4]([F:33])[CH:3]=1.Cl. (7) Reactant: [Br:1][C:2]1[CH:7]=[CH:6][C:5]([C:8]2[CH2:12][CH:11]([CH2:13][OH:14])[O:10][N:9]=2)=[CH:4][C:3]=1[F:15].C(N(CC)CC)C.[CH3:23][S:24](Cl)(=[O:26])=[O:25].C(=O)(O)[O-].[Na+]. Product: [Br:1][C:2]1[CH:7]=[CH:6][C:5]([C:8]2[CH2:12][CH:11]([CH2:13][O:14][S:24]([CH3:23])(=[O:26])=[O:25])[O:10][N:9]=2)=[CH:4][C:3]=1[F:15]. The catalyst class is: 4.